Dataset: Full USPTO retrosynthesis dataset with 1.9M reactions from patents (1976-2016). Task: Predict the reactants needed to synthesize the given product. Given the product [NH2:22][C:19]1[O:20][CH2:21][C:17]2([C:13]3([CH2:14][O:15][CH2:16]3)[C:9]3([CH2:12][CH2:11][CH2:10]3)[O:8][C:5]3[C:4]2=[CH:3][C:2]([C:61]2[C:62]([C:67]#[N:68])=[N:63][CH:64]=[CH:65][CH:66]=2)=[CH:7][CH:6]=3)[N:18]=1, predict the reactants needed to synthesize it. The reactants are: Br[C:2]1[CH:3]=[C:4]2[C:17]3([CH2:21][O:20][C:19]([N:22](C(OC(C)(C)C)=O)C(OC(C)(C)C)=O)=[N:18]3)[C:13]3([CH2:16][O:15][CH2:14]3)[C:9]3([CH2:12][CH2:11][CH2:10]3)[O:8][C:5]2=[CH:6][CH:7]=1.CC1(C)C(C)(C)OB(B2OC(C)(C)C(C)(C)O2)O1.C([O-])(=O)C.[K+].Br[C:61]1[C:62]([C:67]#[N:68])=[N:63][CH:64]=[CH:65][CH:66]=1.C([O-])([O-])=O.[Na+].[Na+].C.